Dataset: Full USPTO retrosynthesis dataset with 1.9M reactions from patents (1976-2016). Task: Predict the reactants needed to synthesize the given product. Given the product [C:29]([C:26]1[CH:27]=[CH:28][C:23]([CH:20]2[CH2:21][CH2:22][N:17]([C:15]([C:13]3[CH:12]=[CH:11][C:10]([CH3:31])=[C:9]([NH:8][S:5]([CH2:4][CH2:3][CH2:2][NH:8][CH:9]([CH3:14])[CH3:10])(=[O:7])=[O:6])[CH:14]=3)=[O:16])[CH2:18][CH2:19]2)=[CH:24][CH:25]=1)#[N:30], predict the reactants needed to synthesize it. The reactants are: Cl[CH2:2][CH2:3][CH2:4][S:5]([NH:8][C:9]1[CH:14]=[C:13]([C:15]([N:17]2[CH2:22][CH2:21][CH:20]([C:23]3[CH:28]=[CH:27][C:26]([C:29]#[N:30])=[CH:25][CH:24]=3)[CH2:19][CH2:18]2)=[O:16])[CH:12]=[CH:11][C:10]=1[CH3:31])(=[O:7])=[O:6].